Dataset: Full USPTO retrosynthesis dataset with 1.9M reactions from patents (1976-2016). Task: Predict the reactants needed to synthesize the given product. Given the product [F:9][C:8]([F:11])([F:10])[C:5]1[CH:6]=[CH:7][C:2]([C:25]#[C:24][CH2:23][OH:26])=[CH:3][CH:4]=1, predict the reactants needed to synthesize it. The reactants are: Br[C:2]1[CH:7]=[CH:6][C:5]([C:8]([F:11])([F:10])[F:9])=[CH:4][CH:3]=1.N12CCCN=C1CCCCC2.[CH2:23]([OH:26])[C:24]#[CH:25].